This data is from Retrosynthesis with 50K atom-mapped reactions and 10 reaction types from USPTO. The task is: Predict the reactants needed to synthesize the given product. (1) Given the product C=CCC/N=C/c1ccccc1, predict the reactants needed to synthesize it. The reactants are: C=CCCN.O=Cc1ccccc1. (2) The reactants are: CC(C)(C)N.COc1ccc(-n2nc(C(=O)O)cc2-c2cnccn2)cn1. Given the product COc1ccc(-n2nc(C(=O)NC(C)(C)C)cc2-c2cnccn2)cn1, predict the reactants needed to synthesize it. (3) Given the product CC(C)(C)OC(=O)/C=C/c1ncccc1N, predict the reactants needed to synthesize it. The reactants are: C=CC(=O)OC(C)(C)C.Nc1cccnc1Br. (4) Given the product COC(=O)c1cccc(C)c1[N+](=O)[O-], predict the reactants needed to synthesize it. The reactants are: CO.Cc1cccc(C(=O)Cl)c1[N+](=O)[O-]. (5) The reactants are: COCCBr.Cc1nnc(-c2ccc(-c3ccc(C(=O)N4CCc5cc6c(cc54)C4(CCNCC4)CO6)cc3)c(C)c2)o1. Given the product COCCN1CCC2(CC1)COc1cc3c(cc12)N(C(=O)c1ccc(-c2ccc(-c4nnc(C)o4)cc2C)cc1)CC3, predict the reactants needed to synthesize it. (6) Given the product C=CCN(C(=O)OC(C)(C)C)c1cccc(C(=O)O)c1, predict the reactants needed to synthesize it. The reactants are: C=CCN(C(=O)OC(C)(C)C)c1cccc(C(=O)OCC)c1.